Dataset: Catalyst prediction with 721,799 reactions and 888 catalyst types from USPTO. Task: Predict which catalyst facilitates the given reaction. Reactant: Br[CH2:2][CH2:3][S:4][C:5]1[S:6][CH:7]=[CH:8][CH:9]=1.[CH3:10][O:11][C:12]([C@H:14]1[CH2:19][CH2:18][C@H:17]([NH2:20])[CH2:16][CH2:15]1)=[O:13]. Product: [CH3:10][O:11][C:12]([C@H:14]1[CH2:19][CH2:18][C@H:17]([NH:20][CH2:2][CH2:3][S:4][C:5]2[S:6][CH:7]=[CH:8][CH:9]=2)[CH2:16][CH2:15]1)=[O:13]. The catalyst class is: 10.